Dataset: Full USPTO retrosynthesis dataset with 1.9M reactions from patents (1976-2016). Task: Predict the reactants needed to synthesize the given product. (1) Given the product [Cl:29][C:30]1[CH:38]=[CH:37][C:33]([C:34]([NH:1][CH2:2][C:3]2[C:12](=[O:13])[C:11]3[C:6](=[CH:7][C:8]([F:14])=[CH:9][CH:10]=3)[N:5]([C:15]3[CH:20]=[CH:19][CH:18]=[CH:17][C:16]=3[F:21])[CH:4]=2)=[O:35])=[CH:32][N:31]=1, predict the reactants needed to synthesize it. The reactants are: [NH2:1][CH2:2][C:3]1[C:12](=[O:13])[C:11]2[C:6](=[CH:7][C:8]([F:14])=[CH:9][CH:10]=2)[N:5]([C:15]2[CH:20]=[CH:19][CH:18]=[CH:17][C:16]=2[F:21])[CH:4]=1.C(N(CC)CC)C.[Cl:29][C:30]1[CH:38]=[CH:37][C:33]([C:34](Cl)=[O:35])=[CH:32][N:31]=1. (2) Given the product [F:1][C:2]1[CH:7]=[CH:6][C:5](/[CH:8]=[CH:9]/[C:16]2[CH:17]=[C:18]([C:20]3[NH:24][C:23]([N:25]4[CH2:30][CH2:29][CH:28]([OH:31])[CH2:27][CH2:26]4)=[C:22]([C:32]#[N:33])[CH:21]=3)[CH:19]=[CH:14][N:15]=2)=[CH:4][CH:3]=1, predict the reactants needed to synthesize it. The reactants are: [F:1][C:2]1[CH:7]=[CH:6][C:5](/[CH:8]=[CH:9]/B(O)O)=[CH:4][CH:3]=1.Cl[C:14]1[CH:19]=[C:18]([C:20]2[NH:24][C:23]([N:25]3[CH2:30][CH2:29][CH:28]([OH:31])[CH2:27][CH2:26]3)=[C:22]([C:32]#[N:33])[CH:21]=2)[CH:17]=[CH:16][N:15]=1. (3) Given the product [C:2]([C@H:5]([OH:6])[C@@H:9]([OH:8])[CH2:10][O:11][C:12]1[C:17]([CH3:18])=[C:16]([O:19][CH2:20][CH2:21][CH3:22])[CH:15]=[CH:14][C:13]=1[CH:23]=[C:24]1[C:28](=[O:29])[N:27]([C:30]2[CH:35]=[CH:34][CH:33]=[CH:32][CH:31]=2)[NH:26][C:25]1=[O:36])([OH:4])=[O:3], predict the reactants needed to synthesize it. The reactants are: Cl.[C:2]([C@H:5]1[C@H:9]([CH2:10][O:11][C:12]2[C:17]([CH3:18])=[C:16]([O:19][CH2:20][CH2:21][CH3:22])[CH:15]=[CH:14][C:13]=2[CH:23]=[C:24]2[C:28](=[O:29])[N:27]([C:30]3[CH:35]=[CH:34][CH:33]=[CH:32][CH:31]=3)[NH:26][C:25]2=[O:36])[O:8]C(C)(C)[O:6]1)([OH:4])=[O:3]. (4) Given the product [CH2:17]([NH:16][C:14]([NH:13][C:6]1[N:7]=[CH:8][C:9]2[C:4]([CH:5]=1)=[CH:3][C:2]([NH:1][CH2:28][C:27]1[CH:30]=[CH:31][N:32]=[C:25]([N:22]3[CH2:23][CH2:24][O:19][CH2:20][CH2:21]3)[CH:26]=1)=[CH:11][C:10]=2[CH3:12])=[O:15])[CH3:18], predict the reactants needed to synthesize it. The reactants are: [NH2:1][C:2]1[CH:3]=[C:4]2[C:9](=[C:10]([CH3:12])[CH:11]=1)[CH:8]=[N:7][C:6]([NH:13][C:14]([NH:16][CH2:17][CH3:18])=[O:15])=[CH:5]2.[O:19]1[CH2:24][CH2:23][N:22]([C:25]2[CH:26]=[C:27]([CH:30]=[CH:31][N:32]=2)[CH:28]=O)[CH2:21][CH2:20]1. (5) Given the product [Cl:36][C:37]1[CH:46]=[C:45]([CH:47]([NH:49][C:50]2[CH:55]=[C:54]([N:61]3[CH2:66][CH2:65][NH:64][CH2:63][CH2:62]3)[CH:53]=[CH:52][C:51]=2[S:57]([CH3:60])(=[O:59])=[O:58])[CH3:48])[C:40]2[O:41][CH2:42][CH2:43][O:44][C:39]=2[CH:38]=1, predict the reactants needed to synthesize it. The reactants are: ClC1C=C(C(N)C)C2OCCOC=2C=1.FC1C=C(F)C=CC=1S(C)(=O)=O.C(N(C(C)C)CC)(C)C.[Cl:36][C:37]1[CH:46]=[C:45]([CH:47]([NH:49][C:50]2[CH:55]=[C:54](F)[CH:53]=[CH:52][C:51]=2[S:57]([CH3:60])(=[O:59])=[O:58])[CH3:48])[C:40]2[O:41][CH2:42][CH2:43][O:44][C:39]=2[CH:38]=1.[NH:61]1[CH2:66][CH2:65][NH:64][CH2:63][CH2:62]1.